From a dataset of Ames mutagenicity test results for genotoxicity prediction. Regression/Classification. Given a drug SMILES string, predict its toxicity properties. Task type varies by dataset: regression for continuous values (e.g., LD50, hERG inhibition percentage) or binary classification for toxic/non-toxic outcomes (e.g., AMES mutagenicity, cardiotoxicity, hepatotoxicity). Dataset: ames. (1) The drug is O=C/C=C/C=O. The result is 1 (mutagenic). (2) The compound is Nc1ccc(NCCO)c([N+](=O)[O-])c1. The result is 1 (mutagenic). (3) The compound is C=C(C)C(=O)OCC(Br)CBr. The result is 1 (mutagenic). (4) The compound is CCOC[C@H]1CO1. The result is 1 (mutagenic). (5) The compound is CCOC(=O)C[n+]1csc2ccccc21. The result is 0 (non-mutagenic).